This data is from Reaction yield outcomes from USPTO patents with 853,638 reactions. The task is: Predict the reaction yield, written as a fraction of the theoretical maximum amount of product (1.0 means a 100% yield; for example, 0.34 means a 34% yield). The reactants are [CH2:1]([C:4]([C:10]1[CH:18]=[CH:17][C:13]([C:14]([OH:16])=[O:15])=[CH:12][CH:11]=1)([CH2:8][OH:9])[CH2:5][CH:6]=[CH2:7])[CH:2]=[CH2:3].[C:19]([O-])([O-])=O.[K+].[K+].IC.O. The catalyst is CN(C=O)C. The product is [CH3:19][O:15][C:14](=[O:16])[C:13]1[CH:17]=[CH:18][C:10]([C:4]([CH2:5][CH:6]=[CH2:7])([CH2:8][OH:9])[CH2:1][CH:2]=[CH2:3])=[CH:11][CH:12]=1. The yield is 0.920.